This data is from Forward reaction prediction with 1.9M reactions from USPTO patents (1976-2016). The task is: Predict the product of the given reaction. (1) Given the reactants Br.[CH3:2][C:3]1[CH:8]=[C:7]([C:9]2[S:13][C:12]([NH2:14])=[N:11][C:10]=2[CH3:15])[CH:6]=[C:5]([CH3:16])[N:4]=1.[CH3:17][O-:18].[Na+].[CH3:20][OH:21], predict the reaction product. The product is: [CH3:2][C:3]1[CH:8]=[C:7]([C:9]2[S:13][C:12]([NH:14][C:17]([NH:11][CH2:10][CH2:9][C:20]3[O:21][C:8]([CH2:7][CH3:6])=[CH:3][N:4]=3)=[O:18])=[N:11][C:10]=2[CH3:15])[CH:6]=[C:5]([CH3:16])[N:4]=1. (2) Given the reactants [C:1]([NH:5][C:6](=[O:11])[C:7](C)([CH3:9])[CH3:8])(C)([CH3:3])[CH3:2].C(N)(C)C.C(N(CC)CC)C.C(Cl)(=O)C(C)C, predict the reaction product. The product is: [CH:1]([NH:5][C:6](=[O:11])[CH:7]([CH3:9])[CH3:8])([CH3:3])[CH3:2]. (3) The product is: [CH:1]1([NH:4][C:5](=[O:6])[C:7]2[CH:8]=[CH:9][C:10]([CH3:31])=[C:11]([N:13]3[C:14](=[O:30])[C:15]4[C:16](=[CH:17][CH:18]=[C:19]([N:21]5[CH2:26][CH2:25][O:24][CH2:23][CH2:22]5)[CH:20]=4)[N:27]=[CH:32]3)[CH:12]=2)[CH2:3][CH2:2]1. Given the reactants [CH:1]1([NH:4][C:5]([C:7]2[CH:8]=[CH:9][C:10]([CH3:31])=[C:11]([NH:13][C:14](=[O:30])[C:15]3[CH:20]=[C:19]([N:21]4[CH2:26][CH2:25][O:24][CH2:23][CH2:22]4)[CH:18]=[CH:17][C:16]=3[N+:27]([O-])=O)[CH:12]=2)=[O:6])[CH2:3][CH2:2]1.[CH2:32](O)C, predict the reaction product. (4) The product is: [F:25][C:21]1[CH:20]=[C:19]([C@H:18]2[O:17][C:16](=[O:26])[NH:15][C@@H:14]2[C:10]2[CH:11]=[N:12][CH:13]=[C:8]([C:7]#[C:6][CH2:5][N:31]3[CH:32]=[C:28]([CH3:27])[N:29]=[CH:30]3)[CH:9]=2)[CH:24]=[CH:23][CH:22]=1. Given the reactants C1([CH2:5][C:6]#[C:7][C:8]2[CH:9]=[C:10]([C@@H:14]3[C@@H:18]([C:19]4[CH:24]=[CH:23][CH:22]=[C:21]([F:25])[CH:20]=4)[O:17][C:16](=[O:26])[NH:15]3)[CH:11]=[N:12][CH:13]=2)CCC1.[CH3:27][C:28]1[N:29]=[CH:30][N:31](CC#C)[CH:32]=1.BrC1C=C([C@@H]2[C@@H](C3C=CC=C(F)C=3)OC(=O)N2)C=NC=1, predict the reaction product.